Dataset: Full USPTO retrosynthesis dataset with 1.9M reactions from patents (1976-2016). Task: Predict the reactants needed to synthesize the given product. (1) Given the product [O:25]=[S:21]1(=[O:24])[CH2:20][CH:19]=[C:18]([C:14]2[C:15]([F:17])=[CH:16][C:11]([N:7]3[CH2:6][C@H:5]([CH2:4][N:1]4[N:2]=[N:3][C:47]([CH3:46])=[N:48]4)[O:9][C:8]3=[O:10])=[CH:12][C:13]=2[F:26])[CH2:23][CH2:22]1, predict the reactants needed to synthesize it. The reactants are: [N:1]([CH2:4][C@H:5]1[O:9][C:8](=[O:10])[N:7]([C:11]2[CH:16]=[C:15]([F:17])[C:14]([C:18]3[CH2:19][CH2:20][S:21](=[O:25])(=[O:24])[CH2:22][CH:23]=3)=[C:13]([F:26])[CH:12]=2)[CH2:6]1)=[N+:2]=[N-:3].C1(P(C2C=CC=CC=2)C2C=CC=CC=2)C=CC=CC=1.[CH3:46][C:47]1NN=N[N:48]=1.CC(OC(/N=N/C(OC(C)C)=O)=O)C. (2) Given the product [CH2:28]([O:12][C:38]([C:32]1[CH:37]=[CH:36][C:35]([N:8]2[CH:9]=[CH:10][C:5]([C:3]([OH:2])=[O:4])=[CH:6][C:7]2=[O:11])=[CH:34][CH:33]=1)=[O:30])[CH3:29], predict the reactants needed to synthesize it. The reactants are: C[O:2][C:3]([C:5]1[CH:10]=[CH:9][NH:8][C:7](=[O:11])[CH:6]=1)=[O:4].[OH-:12].C([N+](CC[CH2:28][CH3:29])(CCCC)CCCC)CCC.[OH-:30].[NH4+].[C:32]1([CH3:38])[CH:37]=[CH:36][CH:35]=[CH:34][CH:33]=1.